Task: Predict the reaction yield, written as a fraction of the theoretical maximum amount of product (1.0 means a 100% yield; for example, 0.34 means a 34% yield).. Dataset: Reaction yield outcomes from USPTO patents with 853,638 reactions (1) The reactants are [Cl:1][C:2]1[CH:3]=[C:4]([CH:18]=[CH:19][C:20]=1[Cl:21])[O:5][CH2:6][C:7]1[N:8]=[CH:9][CH:10]=[C:11]2[C:15]([CH3:16])=[C:14]([CH3:17])[NH:13][C:12]=12.[CH3:22][O:23][CH2:24][CH2:25]Br. No catalyst specified. The product is [ClH:1].[Cl:1][C:2]1[CH:3]=[C:4]([CH:18]=[CH:19][C:20]=1[Cl:21])[O:5][CH2:6][C:7]1[N:8]=[CH:9][CH:10]=[C:11]2[C:15]([CH3:16])=[C:14]([CH3:17])[N:13]([CH2:25][CH2:24][O:23][CH3:22])[C:12]=12. The yield is 0.700. (2) The reactants are B(F)(F)F.CCOCC.[N+](=[CH:12][C:13]([O:15][CH2:16][CH3:17])=[O:14])=[N-].[CH3:18][C:19]1([CH:25]=[O:26])[CH2:24][CH2:23][O:22][CH2:21][CH2:20]1.[Na+].[Cl-]. The catalyst is C(Cl)Cl. The product is [CH2:16]([O:15][C:13](=[O:14])[CH2:12][C:25]([C:19]1([CH3:18])[CH2:24][CH2:23][O:22][CH2:21][CH2:20]1)=[O:26])[CH3:17]. The yield is 0.790.